From a dataset of Catalyst prediction with 721,799 reactions and 888 catalyst types from USPTO. Predict which catalyst facilitates the given reaction. (1) Product: [C:7]([O:11][C:12](=[O:27])[NH:13][C@@H:14]([CH2:20][C:21]1[CH:22]=[CH:23][CH:24]=[CH:25][CH:26]=1)[C@H:15]([OH:19])[CH2:16][CH2:17][NH2:18])([CH3:10])([CH3:8])[CH3:9]. The catalyst class is: 1. Reactant: [H-].[H-].[H-].[H-].[Li+].[Al+3].[C:7]([O:11][C:12](=[O:27])[NH:13][C@@H:14]([CH2:20][C:21]1[CH:26]=[CH:25][CH:24]=[CH:23][CH:22]=1)[C@H:15]([OH:19])[CH2:16][C:17]#[N:18])([CH3:10])([CH3:9])[CH3:8]. (2) Reactant: [OH:1][CH2:2][C:3]1[CH:11]=[CH:10][C:6]([C:7]([OH:9])=[O:8])=[C:5]([C:12]([F:15])([F:14])[F:13])[CH:4]=1.[C:16]1(C)C=CC=CC=1.S(=O)(=O)(O)O. Product: [CH3:16][O:8][C:7](=[O:9])[C:6]1[CH:10]=[CH:11][C:3]([CH2:2][OH:1])=[CH:4][C:5]=1[C:12]([F:13])([F:14])[F:15]. The catalyst class is: 5. (3) Reactant: [CH3:1][C:2]1[N:7]=[CH:6][C:5]([C:8]([CH:10]2[CH2:22][CH2:21][C:13]3[N:14]=[C:15]([NH:17][C:18](=[O:20])[CH3:19])[S:16][C:12]=3[C:11]2=O)=O)=[CH:4][CH:3]=1.Cl.[Cl:25][C:26]1[CH:31]=[C:30]([N+:32]([O-:34])=[O:33])[CH:29]=[CH:28][C:27]=1[NH:35][NH2:36]. Product: [Cl:25][C:26]1[CH:31]=[C:30]([N+:32]([O-:34])=[O:33])[CH:29]=[CH:28][C:27]=1[N:35]1[C:11]2[C:12]3[S:16][C:15]([NH:17][C:18](=[O:20])[CH3:19])=[N:14][C:13]=3[CH2:21][CH2:22][C:10]=2[C:8]([C:5]2[CH:6]=[N:7][C:2]([CH3:1])=[CH:3][CH:4]=2)=[N:36]1. The catalyst class is: 15. (4) Reactant: Cl.[Cl:2][C:3]1[C:12]2[C:7](=[CH:8][C:9]([F:14])=[C:10]([I:13])[CH:11]=2)[N:6]=[CH:5][N:4]=1.O1CCOCC1.Cl.[CH2:22]([O:29][C:30]1[CH:36]=[CH:35][C:33]([NH2:34])=[CH:32][CH:31]=1)[C:23]1[CH:28]=[CH:27][CH:26]=[CH:25][CH:24]=1. Product: [ClH:2].[CH2:22]([O:29][C:30]1[CH:31]=[CH:32][C:33]([NH:34][C:3]2[C:12]3[C:7](=[CH:8][C:9]([F:14])=[C:10]([I:13])[CH:11]=3)[N:6]=[CH:5][N:4]=2)=[CH:35][CH:36]=1)[C:23]1[CH:24]=[CH:25][CH:26]=[CH:27][CH:28]=1. The catalyst class is: 4. (5) Reactant: [CH2:1]([C:8]1[CH:9]=[CH:10][C:11]2[O:15][C:14]([C:16]3[CH:17]=[C:18]4[C:23](=[CH:24][CH:25]=3)[CH2:22][NH:21][CH2:20][CH2:19]4)=[CH:13][C:12]=2[CH:26]=1)[C:2]1[CH:7]=[CH:6][CH:5]=[CH:4][CH:3]=1.CCN(C(C)C)C(C)C.[C:36]([O:40][C:41](=[O:44])[CH:42]=[CH2:43])([CH3:39])([CH3:38])[CH3:37]. Product: [CH2:1]([C:8]1[CH:9]=[CH:10][C:11]2[O:15][C:14]([C:16]3[CH:17]=[C:18]4[C:23](=[CH:24][CH:25]=3)[CH2:22][N:21]([CH2:43][CH2:42][C:41]([O:40][C:36]([CH3:39])([CH3:38])[CH3:37])=[O:44])[CH2:20][CH2:19]4)=[CH:13][C:12]=2[CH:26]=1)[C:2]1[CH:3]=[CH:4][CH:5]=[CH:6][CH:7]=1. The catalyst class is: 5. (6) Reactant: [NH2:1][CH2:2][CH2:3][C:4]1[CH:11]=[CH:10][C:7]([C:8]#[N:9])=[CH:6][CH:5]=1.[C:12]([N:19]1[CH:23]=[CH:22]N=[CH:20]1)(N1C=CN=C1)=[O:13].[CH2:24]([C:27]1([CH2:32][CH2:33][CH2:34][N:35]2[CH2:42]C3C[CH:37]([CH2:38]NC3)[CH2:36]2)OCC[O:28]1)[CH2:25][CH3:26]. Product: [C:8]([C:7]1[CH:10]=[CH:11][C:4]([CH2:3][CH2:2][NH:1][C:12]([N:19]2[CH2:20][CH:37]3[CH2:38][CH:22]([CH2:42][N:35]([CH2:34][CH2:33][CH2:32][C:27](=[O:28])[CH2:24][CH2:25][CH3:26])[CH2:36]3)[CH2:23]2)=[O:13])=[CH:5][CH:6]=1)#[N:9]. The catalyst class is: 1.